Dataset: Reaction yield outcomes from USPTO patents with 853,638 reactions. Task: Predict the reaction yield, written as a fraction of the theoretical maximum amount of product (1.0 means a 100% yield; for example, 0.34 means a 34% yield). (1) The reactants are CN([CH:4]=[C:5]1[C:13]2[C:8](=[CH:9][CH:10]=[CH:11][CH:12]=2)[CH2:7][C:6]1=O)C.Cl.Cl.[CH3:17][N:18]1[C:22]([C:23]2[CH:24]=[C:25]([N:29]=[C:30]([NH2:32])[NH2:31])[CH:26]=[CH:27][CH:28]=2)=[CH:21][N:20]=[C:19]1[CH3:33].C[O-].[Na+]. The catalyst is CO. The product is [CH3:17][N:18]1[C:22]([C:23]2[CH:24]=[C:25]([NH:29][C:30]3[N:32]=[CH:4][C:5]4[C:13]5[CH:12]=[CH:11][CH:10]=[CH:9][C:8]=5[CH2:7][C:6]=4[N:31]=3)[CH:26]=[CH:27][CH:28]=2)=[CH:21][N:20]=[C:19]1[CH3:33]. The yield is 0.119. (2) The reactants are [Br:1][C:2]1[CH:3]=[C:4]([N+:13]([O-])=O)[C:5]([CH3:12])=[C:6]([CH:11]=1)[C:7]([O:9][CH3:10])=[O:8].[NH4+].[Cl-]. The catalyst is C(O)C.[Fe]. The product is [NH2:13][C:4]1[C:5]([CH3:12])=[C:6]([CH:11]=[C:2]([Br:1])[CH:3]=1)[C:7]([O:9][CH3:10])=[O:8]. The yield is 0.991. (3) The reactants are Cl[C:2]1[CH:3]=[C:4]([NH:10][C:11]2[CH:16]=[N:15][C:14]([C:17]([F:20])([F:19])[F:18])=[CH:13][N:12]=2)[C:5](=[O:9])[N:6]([CH3:8])[N:7]=1.C([O:24][CH2:25][C:26]1[C:31](B2OC(C)(C)C(C)(C)O2)=[CH:30][CH:29]=[CH:28][C:27]=1[N:41]1[N:50]=[CH:49][C:48]2[C:43](=[C:44]([F:55])[CH:45]=[C:46]([C:51]([CH3:54])([CH3:53])[CH3:52])[CH:47]=2)[C:42]1=[O:56])(=O)C.P([O-])([O-])([O-])=O.[K+].[K+].[K+].C1(P(C2CCCCC2)C2C=CC=CC=2C2C(C(C)C)=CC(C(C)C)=CC=2C(C)C)CCCCC1.[Cl-].[NH4+]. The catalyst is C(O)CCC.O. The product is [C:51]([C:46]1[CH:47]=[C:48]2[C:43](=[C:44]([F:55])[CH:45]=1)[C:42](=[O:56])[N:41]([C:27]1[CH:28]=[CH:29][CH:30]=[C:31]([C:2]3[CH:3]=[C:4]([NH:10][C:11]4[CH:16]=[N:15][C:14]([C:17]([F:20])([F:19])[F:18])=[CH:13][N:12]=4)[C:5](=[O:9])[N:6]([CH3:8])[N:7]=3)[C:26]=1[CH2:25][OH:24])[N:50]=[CH:49]2)([CH3:54])([CH3:52])[CH3:53]. The yield is 0.310. (4) The reactants are [CH2:1]([Mg]Cl)[CH3:2].[CH3:5][O:6][C:7](=[O:18])[C:8](=[C:13]([CH2:16][CH3:17])[CH2:14][CH3:15])[C:9]([O:11][CH3:12])=[O:10].[NH4+].[Cl-]. The catalyst is O1CCCC1.[Cu]I. The product is [CH3:12][O:11][C:9](=[O:10])[CH:8]([C:13]([CH2:1][CH3:2])([CH2:16][CH3:17])[CH2:14][CH3:15])[C:7]([O:6][CH3:5])=[O:18]. The yield is 0.570. (5) The reactants are C[O:2][C:3]([C:5]1[CH:6]=[C:7]2[C:11](=[CH:12][CH:13]=1)[CH2:10][C@@H:9]([NH:14][S:15]([CH:18]([CH3:20])[CH3:19])(=[O:17])=[O:16])[CH2:8]2)=O.[H-].[Al+3].[Li+].[H-].[H-].[H-]. The catalyst is C1COCC1. The product is [OH:2][CH2:3][C:5]1[CH:6]=[C:7]2[C:11](=[CH:12][CH:13]=1)[CH2:10][C@@H:9]([NH:14][S:15]([CH:18]([CH3:20])[CH3:19])(=[O:17])=[O:16])[CH2:8]2. The yield is 0.920. (6) The product is [Br:1][C:2]1[CH:3]=[C:4]2[N:10]([C:22]([O:24][CH2:25][CH:26]([CH3:28])[CH3:27])=[O:23])[C:9]([CH3:11])=[N:8][C:5]2=[N:6][CH:7]=1. The reactants are [Br:1][C:2]1[CH:3]=[C:4]2[NH:10][C:9]([CH3:11])=[N:8][C:5]2=[N:6][CH:7]=1.C(N(C(C)C)CC)(C)C.Cl[C:22]([O:24][CH2:25][CH:26]([CH3:28])[CH3:27])=[O:23]. The catalyst is CN(C)C=O.C(OCC)(=O)C. The yield is 0.460. (7) The reactants are Cl[C:2]1[C:7]([C:8]([F:11])([F:10])[F:9])=[CH:6][N:5]=[C:4]([NH:12][C:13]2[CH:18]=[CH:17][C:16]([P:19]([CH3:22])([CH3:21])=[O:20])=[CH:15][CH:14]=2)[N:3]=1.C(N(CC)CC)C.[C:30]1([N:36]2[CH2:41][CH2:40][NH:39][CH2:38][CH2:37]2)[CH:35]=[CH:34][CH:33]=[CH:32][CH:31]=1. The catalyst is C(O)C. The product is [CH3:21][P:19]([C:16]1[CH:17]=[CH:18][C:13]([NH:12][C:4]2[N:3]=[C:2]([N:39]3[CH2:40][CH2:41][N:36]([C:30]4[CH:35]=[CH:34][CH:33]=[CH:32][CH:31]=4)[CH2:37][CH2:38]3)[C:7]([C:8]([F:11])([F:10])[F:9])=[CH:6][N:5]=2)=[CH:14][CH:15]=1)([CH3:22])=[O:20]. The yield is 0.730. (8) The reactants are [C:1]([O:5][C:6]([NH:8][CH2:9][C:10]1[N:15]=[C:14]2[CH:16]=[CH:17][N:18]([C:19]([O:21][C:22]([CH3:25])([CH3:24])[CH3:23])=[O:20])[C:13]2=[CH:12][CH:11]=1)=[O:7])([CH3:4])([CH3:3])[CH3:2].IC.[CH3:28][Si]([N-][Si](C)(C)C)(C)C.[Li+]. The catalyst is C1COCC1. The product is [C:1]([O:5][C:6]([N:8]([CH2:9][C:10]1[N:15]=[C:14]2[CH:16]=[CH:17][N:18]([C:19]([O:21][C:22]([CH3:25])([CH3:24])[CH3:23])=[O:20])[C:13]2=[CH:12][CH:11]=1)[CH3:28])=[O:7])([CH3:4])([CH3:3])[CH3:2]. The yield is 0.373.